This data is from Reaction yield outcomes from USPTO patents with 853,638 reactions. The task is: Predict the reaction yield, written as a fraction of the theoretical maximum amount of product (1.0 means a 100% yield; for example, 0.34 means a 34% yield). (1) The reactants are Br[C:2]1[CH:7]=[CH:6][C:5]([CH:8]([N:15]([CH3:32])[C:16](=[O:31])[CH2:17][N:18]([C:23]2[CH:28]=[CH:27][C:26]([Cl:29])=[C:25]([Cl:30])[CH:24]=2)[CH2:19][CH2:20][O:21][CH3:22])[CH2:9][N:10]2[CH2:14][CH2:13][CH2:12][CH2:11]2)=[CH:4][CH:3]=1.[C:33]([NH:36][C:37]1[CH:42]=[CH:41][C:40](B(O)O)=[CH:39][CH:38]=1)(=[O:35])[CH3:34].C([O-])([O-])=O.[Na+].[Na+]. The catalyst is O1CCOCC1.O.CS(C)=O.C1C=CC(P(C2C=CC=CC=2)[C-]2C=CC=C2)=CC=1.C1C=CC(P(C2C=CC=CC=2)[C-]2C=CC=C2)=CC=1.Cl[Pd]Cl.[Fe+2]. The product is [C:33]([NH:36][C:37]1[CH:42]=[CH:41][C:40]([C:2]2[CH:3]=[CH:4][C:5]([CH:8]([N:15]([CH3:32])[C:16](=[O:31])[CH2:17][N:18]([C:23]3[CH:28]=[CH:27][C:26]([Cl:29])=[C:25]([Cl:30])[CH:24]=3)[CH2:19][CH2:20][O:21][CH3:22])[CH2:9][N:10]3[CH2:14][CH2:13][CH2:12][CH2:11]3)=[CH:6][CH:7]=2)=[CH:39][CH:38]=1)(=[O:35])[CH3:34]. The yield is 0.190. (2) The reactants are [F:1][C:2]1[CH:24]=[CH:23][C:5]([CH2:6][N:7]2[C:11]3=[CH:12][N:13]=[C:14]([C:16]([O:18]C)=[O:17])[CH:15]=[C:10]3[C:9]([CH2:20][O:21][CH3:22])=[CH:8]2)=[CH:4][CH:3]=1.O.[OH-].[Li+].O. The catalyst is CO. The product is [F:1][C:2]1[CH:3]=[CH:4][C:5]([CH2:6][N:7]2[C:11]3=[CH:12][N:13]=[C:14]([C:16]([OH:18])=[O:17])[CH:15]=[C:10]3[C:9]([CH2:20][O:21][CH3:22])=[CH:8]2)=[CH:23][CH:24]=1. The yield is 0.720. (3) The reactants are C[Si]([N-][Si](C)(C)C)(C)C.[Na+].[CH2:11]([O:13][C:14](=[O:26])[CH2:15][CH2:16][CH2:17][CH2:18][CH2:19][CH2:20][NH:21][S:22]([CH3:25])(=[O:24])=[O:23])[CH3:12].[C:27]([Si:31]([O:34][CH:35]([C:41]1[CH:46]=[CH:45][C:44]([CH2:47]I)=[CH:43][CH:42]=1)[CH2:36][CH2:37][CH2:38][CH2:39][CH3:40])([CH3:33])[CH3:32])([CH3:30])([CH3:29])[CH3:28]. The catalyst is C1COCC1. The product is [CH2:11]([O:13][C:14](=[O:26])[CH2:15][CH2:16][CH2:17][CH2:18][CH2:19][CH2:20][NH:21][S:22]([CH2:25][CH2:47][C:44]1[CH:43]=[CH:42][C:41]([CH:35]([O:34][Si:31]([C:27]([CH3:28])([CH3:30])[CH3:29])([CH3:32])[CH3:33])[CH2:36][CH2:37][CH2:38][CH2:39][CH3:40])=[CH:46][CH:45]=1)(=[O:23])=[O:24])[CH3:12]. The yield is 0.290. (4) The reactants are [Cl:1][C:2]1[CH:3]=[C:4]([N:20]2[C:25](=[O:26])[NH:24][C:23](=[O:27])C(C#N)=[N:21]2)[CH:5]=[C:6]([Cl:19])[C:7]=1[O:8][C:9]1[CH:14]=[C:13]([CH:15]([CH3:17])[CH3:16])[C:12](=[O:18])[NH:11][N:10]=1.Cl.[OH-].[Na+].[C:33]([OH:36])(=[O:35])[CH3:34]. The catalyst is O. The product is [Cl:19][C:6]1[CH:5]=[C:4]([N:20]2[C:25](=[O:26])[NH:24][C:23](=[O:27])[C:34]([C:33]([OH:36])=[O:35])=[N:21]2)[CH:3]=[C:2]([Cl:1])[C:7]=1[O:8][C:9]1[CH:14]=[C:13]([CH:15]([CH3:17])[CH3:16])[C:12](=[O:18])[NH:11][N:10]=1. The yield is 0.780.